Regression/Classification. Given a drug SMILES string, predict its absorption, distribution, metabolism, or excretion properties. Task type varies by dataset: regression for continuous measurements (e.g., permeability, clearance, half-life) or binary classification for categorical outcomes (e.g., BBB penetration, CYP inhibition). Dataset: b3db_classification. From a dataset of Blood-brain barrier permeability classification from the B3DB database. (1) The molecule is Cc1ccc2c(OCCN3CCC(Cc4ccc5c(c4)N(C)C(=O)CO5)CC3)cccc2n1. The result is 1 (penetrates BBB). (2) The molecule is C#C[C@](O)(/C=C/Cl)CC. The result is 1 (penetrates BBB).